From a dataset of Forward reaction prediction with 1.9M reactions from USPTO patents (1976-2016). Predict the product of the given reaction. (1) Given the reactants [I:1][C:2]1[CH:7]=[CH:6][N:5]=[C:4]([N:8]2[C:12]([CH3:13])=[CH:11][C:10]([C:14]([O:16]CC)=[O:15])=[N:9]2)[CH:3]=1.[Cl:19]N1C(=O)CCC1=O, predict the reaction product. The product is: [Cl:19][C:11]1[C:10]([C:14]([OH:16])=[O:15])=[N:9][N:8]([C:4]2[CH:3]=[C:2]([I:1])[CH:7]=[CH:6][N:5]=2)[C:12]=1[CH3:13]. (2) Given the reactants C[O:2][C:3](=O)[C:4]1[CH:9]=[CH:8][C:7]([C:10]2[N:11]([CH2:23][C:24]3[CH:29]=[CH:28][C:27]([C:30]([F:36])([F:35])[P:31]([OH:34])([OH:33])=[O:32])=[C:26]([Br:37])[CH:25]=3)[C:12](=[O:22])[N:13]([CH2:15][C:16]3[CH:21]=[CH:20][CH:19]=[CH:18][CH:17]=3)[CH:14]=2)=[CH:6][CH:5]=1.[NH3:39], predict the reaction product. The product is: [CH2:15]([N:13]1[CH:14]=[C:10]([C:7]2[CH:6]=[CH:5][C:4]([C:3](=[O:2])[NH2:39])=[CH:9][CH:8]=2)[N:11]([CH2:23][C:24]2[CH:29]=[CH:28][C:27]([C:30]([P:31](=[O:32])([OH:34])[OH:33])([F:35])[F:36])=[C:26]([Br:37])[CH:25]=2)[C:12]1=[O:22])[C:16]1[CH:21]=[CH:20][CH:19]=[CH:18][CH:17]=1. (3) Given the reactants [CH3:1][O:2][C:3]1[CH:4]=[C:5]2[C:10](=[CH:11][C:12]=1[O:13][CH3:14])[N:9]=[CH:8][CH:7]=[C:6]2[O:15][C:16]1[CH:22]=[CH:21][C:19]([NH2:20])=[CH:18][CH:17]=1.[C:23]1([CH3:29])C=CC=C[CH:24]=1.ClC(Cl)([O:33][C:34](=O)[O:35]C(Cl)(Cl)Cl)Cl.C(=O)(O)[O-].[Na+], predict the reaction product. The product is: [CH3:1][O:2][C:3]1[CH:4]=[C:5]2[C:10](=[CH:11][C:12]=1[O:13][CH3:14])[N:9]=[CH:8][CH:7]=[C:6]2[O:15][C:16]1[CH:22]=[CH:21][C:19]([NH:20][C:34](=[O:33])[O:35][CH:23]([CH3:29])[CH3:24])=[CH:18][CH:17]=1. (4) The product is: [C:1]1([CH2:7][CH2:8][CH2:9][CH2:10][CH2:11][C:12]([NH:14][S:15]([C:18]2[CH:23]=[CH:22][CH:21]=[C:20]([C:24]3[CH:33]=[CH:32][C:31]4[CH2:30][CH2:29][CH2:28][C:27](=[N:45][NH:44][C:36]5[S:35][C:39]6[CH:40]=[CH:41][CH:42]=[CH:43][C:38]=6[N:37]=5)[C:26]=4[CH:25]=3)[N:19]=2)(=[O:17])=[O:16])=[O:13])[CH:2]=[CH:3][CH:4]=[CH:5][CH:6]=1. Given the reactants [C:1]1([CH2:7][CH2:8][CH2:9][CH2:10][CH2:11][C:12]([NH:14][S:15]([C:18]2[CH:23]=[CH:22][CH:21]=[C:20]([C:24]3[CH:33]=[CH:32][C:31]4[CH2:30][CH2:29][CH2:28][C:27](=O)[C:26]=4[CH:25]=3)[N:19]=2)(=[O:17])=[O:16])=[O:13])[CH:6]=[CH:5][CH:4]=[CH:3][CH:2]=1.[S:35]1[C:39]2[CH:40]=[CH:41][CH:42]=[CH:43][C:38]=2[N:37]=[C:36]1[NH:44][NH2:45].O, predict the reaction product. (5) Given the reactants [Si]([O:8][CH2:9][C:10]1[CH:11]=[C:12]2[C:17](=[N:18][C:19]=1[CH:20](OC)[O:21]C)[N:16]([C:25]([NH:27][C:28]1[CH:33]=[C:32]([N:34]3[CH2:50][CH2:49][C:37]4([CH2:41][N:40](C(OC(C)(C)C)=O)[CH2:39][CH2:38]4)[CH2:36][CH2:35]3)[C:31]([C:51]#[N:52])=[CH:30][N:29]=1)=[O:26])[CH2:15][CH2:14][CH2:13]2)(C(C)(C)C)(C)C.Cl.C([O-])(O)=O.[Na+], predict the reaction product. The product is: [C:51]([C:31]1[C:32]([N:34]2[CH2:35][CH2:36][C:37]3([CH2:41][NH:40][CH2:39][CH2:38]3)[CH2:49][CH2:50]2)=[CH:33][C:28]([NH:27][C:25]([N:16]2[C:17]3[C:12](=[CH:11][C:10]([CH2:9][OH:8])=[C:19]([CH:20]=[O:21])[N:18]=3)[CH2:13][CH2:14][CH2:15]2)=[O:26])=[N:29][CH:30]=1)#[N:52]. (6) Given the reactants C(OC([N:8]1[CH2:12][CH2:11][C@@H:10]([NH:13][C:14]2[C:15]3[CH:30]=[CH:29][N:28]=[CH:27][C:16]=3[N:17]=[C:18]([C:20]3[CH:25]=[CH:24][N:23]=[C:22](Cl)[CH:21]=3)[N:19]=2)[CH2:9]1)=O)(C)(C)C.[NH2:31][C:32]1[CH:33]=[N:34][CH:35]=[CH:36][CH:37]=1, predict the reaction product. The product is: [N:34]1[CH:35]=[CH:36][CH:37]=[C:32]([NH:31][C:22]2[CH:21]=[C:20]([C:18]3[N:19]=[C:14]([NH:13][C@@H:10]4[CH2:11][CH2:12][NH:8][CH2:9]4)[C:15]4[CH:30]=[CH:29][N:28]=[CH:27][C:16]=4[N:17]=3)[CH:25]=[CH:24][N:23]=2)[CH:33]=1. (7) Given the reactants C(O[C:6](=O)[N:7](C)[CH2:8][CH2:9][O:10][CH2:11][CH2:12][NH:13][C:14]([C:16]1[CH:40]=[CH:39][C:19]2[N:20]([CH3:38])[C:21]([NH:23][C:24]3[S:25][C:26]4[CH:32]=[C:31]([O:33][C:34]([F:37])([F:36])[F:35])[CH:30]=[CH:29][C:27]=4[N:28]=3)=[N:22][C:18]=2[CH:17]=1)=[O:15])(C)(C)C.[ClH:43], predict the reaction product. The product is: [ClH:43].[ClH:43].[CH3:6][NH:7][CH2:8][CH2:9][O:10][CH2:11][CH2:12][NH:13][C:14]([C:16]1[CH:40]=[CH:39][C:19]2[N:20]([CH3:38])[C:21]([NH:23][C:24]3[S:25][C:26]4[CH:32]=[C:31]([O:33][C:34]([F:37])([F:35])[F:36])[CH:30]=[CH:29][C:27]=4[N:28]=3)=[N:22][C:18]=2[CH:17]=1)=[O:15]. (8) Given the reactants [C:1]([O:4][C@H:5]1[C@H:13]([O:14][C:15](=[O:17])[CH3:16])[C@@H:12]([CH2:18][O:19][Si](C(C)(C)C)(C)C)[O:11][C@H:7]([S:8][CH2:9][CH3:10])[C@H:6]1[N:27]=[N+:28]=[N-:29])(=[O:3])[CH3:2], predict the reaction product. The product is: [C:1]([O:4][C@H:5]1[C@H:13]([O:14][C:15](=[O:17])[CH3:16])[C@@H:12]([CH2:18][OH:19])[O:11][C@H:7]([S:8][CH2:9][CH3:10])[C@H:6]1[N:27]=[N+:28]=[N-:29])(=[O:3])[CH3:2]. (9) The product is: [CH3:10][O:11][C:12]1[C:19]([O:20][CH3:21])=[CH:18][C:15]([CH2:16][N:3]2[CH:7]=[CH:6][CH:5]=[C:4]2[CH:8]=[O:9])=[C:14]([N+:22]([O-:24])=[O:23])[CH:13]=1. Given the reactants [H-].[Na+].[NH:3]1[CH:7]=[CH:6][CH:5]=[C:4]1[CH:8]=[O:9].[CH3:10][O:11][C:12]1[C:19]([O:20][CH3:21])=[CH:18][C:15]([CH2:16]Br)=[C:14]([N+:22]([O-:24])=[O:23])[CH:13]=1, predict the reaction product. (10) Given the reactants [Cl:1][C:2]1[CH:3]=[C:4]([CH:8]2[C:12]([C:15]3[CH:20]=[CH:19][C:18]([Cl:21])=[CH:17][CH:16]=3)([C:13]#[N:14])[CH:11]([CH2:22][C:23]([CH3:26])([CH3:25])[CH3:24])[NH:10][CH:9]2[C:27](O)=[O:28])[CH:5]=[CH:6][CH:7]=1.[NH2:30][CH2:31][C:32]1([CH2:36][OH:37])[CH2:35][CH2:34]C1.CN(C(ON1N=NC2C=CC=NC1=2)=[N+](C)C)C.F[P-](F)(F)(F)(F)F.CCN(C(C)C)C(C)C, predict the reaction product. The product is: [OH:37][CH2:36][C:32]1([CH2:31][NH:30][C:27]([CH:9]2[CH:8]([C:4]3[CH:5]=[CH:6][CH:7]=[C:2]([Cl:1])[CH:3]=3)[C:12]([C:15]3[CH:16]=[CH:17][C:18]([Cl:21])=[CH:19][CH:20]=3)([C:13]#[N:14])[CH:11]([CH2:22][C:23]([CH3:25])([CH3:24])[CH3:26])[NH:10]2)=[O:28])[CH2:35][CH2:34]1.